Dataset: Catalyst prediction with 721,799 reactions and 888 catalyst types from USPTO. Task: Predict which catalyst facilitates the given reaction. (1) Reactant: [NH:1]1[CH2:6][CH2:5][O:4][CH:3]([CH2:7][NH:8][C:9]2[CH:14]=[CH:13][C:12]([S:15]([NH2:18])(=[O:17])=[O:16])=[CH:11][C:10]=2[N+:19]([O-:21])=[O:20])[CH2:2]1.C(=O)([O-])[O-].[Na+].[Na+].[F:28][CH:29]([F:32])[CH2:30]I. Product: [F:28][CH:29]([F:32])[CH2:30][N:1]1[CH2:6][CH2:5][O:4][CH:3]([CH2:7][NH:8][C:9]2[CH:14]=[CH:13][C:12]([S:15]([NH2:18])(=[O:16])=[O:17])=[CH:11][C:10]=2[N+:19]([O-:21])=[O:20])[CH2:2]1. The catalyst class is: 9. (2) Reactant: [NH2:1][C:2]1[CH:3]=[C:4]([C:9]([CH3:12])=[CH:10][CH:11]=1)[C:5]([O:7][CH3:8])=[O:6].C(N([CH2:18][CH3:19])CC)C.[Cl-:20]. Product: [CH3:8][O:7][C:5](=[O:6])[C:4]1[CH:3]=[C:2]([NH:1][C:5](=[O:6])[C:4]2[CH:9]=[CH:10][C:19]([CH2:18][Cl:20])=[CH:2][CH:3]=2)[CH:11]=[CH:10][C:9]=1[CH3:12]. The catalyst class is: 4. (3) Reactant: [F:1][C:2]([F:19])([F:18])[CH2:3][CH2:4][S:5][CH2:6][CH2:7][CH2:8][CH2:9][CH2:10][CH2:11][CH2:12][CH2:13][CH2:14][CH2:15][CH2:16]O.C1(P(C2C=CC=CC=2)C2C=CC=CC=2)C=CC=CC=1.[Br:39]C(Br)(Br)Br. Product: [Br:39][CH2:16][CH2:15][CH2:14][CH2:13][CH2:12][CH2:11][CH2:10][CH2:9][CH2:8][CH2:7][CH2:6][S:5][CH2:4][CH2:3][C:2]([F:19])([F:18])[F:1]. The catalyst class is: 4. (4) Product: [NH2:20][CH2:23][C@@H:24]1[CH2:27][C@H:26]([N:28]2[C:32]3[N:33]=[CH:34][N:35]=[C:36]([NH2:37])[C:31]=3[C:30]([I:38])=[CH:29]2)[CH2:25]1. Reactant: C1(P(C2C=CC=CC=2)C2C=CC=CC=2)C=CC=CC=1.[N:20]([CH2:23][C@@H:24]1[CH2:27][C@H:26]([N:28]2[C:32]3[N:33]=[CH:34][N:35]=[C:36]([NH2:37])[C:31]=3[C:30]([I:38])=[CH:29]2)[CH2:25]1)=[N+]=[N-].[OH-].[NH4+].CO. The catalyst class is: 90. (5) Reactant: [CH3:1][N:2]([CH3:10])[NH:3][C:4](=[O:9])[C:5](C)([CH3:7])[CH3:6].CN(C)N.C(N(CC)CC)C.C(Cl)(=O)C(C)C. Product: [CH3:1][N:2]([CH3:10])[NH:3][C:4](=[O:9])[CH:5]([CH3:7])[CH3:6]. The catalyst class is: 27. (6) Reactant: [OH:1][C@H:2]1[CH2:7][N:6]([C:8]([C:10]2[CH:15]=[CH:14][CH:13]=[CH:12][C:11]=2[N:16]2[N:20]=[CH:19][CH:18]=[N:17]2)=[O:9])[C@H:5]([CH3:21])[CH2:4][CH2:3]1.F[C:23]1[C:28]([CH3:29])=[C:27]([I:30])[CH:26]=[CH:25][N:24]=1.[H-].[Na+]. Product: [I:30][C:27]1[CH:26]=[CH:25][N:24]=[C:23]([O:1][C@H:2]2[CH2:7][N:6]([C:8]([C:10]3[CH:15]=[CH:14][CH:13]=[CH:12][C:11]=3[N:16]3[N:20]=[CH:19][CH:18]=[N:17]3)=[O:9])[C@H:5]([CH3:21])[CH2:4][CH2:3]2)[C:28]=1[CH3:29]. The catalyst class is: 16.